From a dataset of Forward reaction prediction with 1.9M reactions from USPTO patents (1976-2016). Predict the product of the given reaction. (1) Given the reactants [Li+].C[Si]([N-][Si](C)(C)C)(C)C.[F:11][C:12]([F:30])([F:29])[O:13][C:14]1[CH:28]=[CH:27][C:17]([CH2:18][N:19]2[C:24](=[O:25])[CH2:23][CH2:22][CH2:21][C:20]2=[O:26])=[CH:16][CH:15]=1.[P:31](Cl)(=[O:46])([O:39][C:40]1[CH:45]=[CH:44][CH:43]=[CH:42][CH:41]=1)[O:32][C:33]1[CH:38]=[CH:37][CH:36]=[CH:35][CH:34]=1.[OH-].[Na+], predict the reaction product. The product is: [P:31]([O:32][C:33]1[CH:34]=[CH:35][CH:36]=[CH:37][CH:38]=1)([O:39][C:40]1[CH:41]=[CH:42][CH:43]=[CH:44][CH:45]=1)([O:26][C:20]1[N:19]([CH2:18][C:17]2[CH:16]=[CH:15][C:14]([O:13][C:12]([F:29])([F:11])[F:30])=[CH:28][CH:27]=2)[C:24](=[O:25])[CH2:23][CH2:22][CH:21]=1)=[O:46]. (2) Given the reactants [Cl:1][C:2]1[CH:3]=[C:4]([C:9]2([C:30]([F:33])([F:32])[F:31])[O:13][N:12]=[C:11]([C:14]3[CH:26]=[CH:25][C:17]([C:18]([NH:20][CH:21]4[CH2:24][S:23][CH2:22]4)=[O:19])=[C:16]([N+:27]([O-])=O)[CH:15]=3)[CH2:10]2)[CH:5]=[C:6]([Cl:8])[CH:7]=1, predict the reaction product. The product is: [Cl:1][C:2]1[CH:3]=[C:4]([C:9]2([C:30]([F:31])([F:33])[F:32])[O:13][N:12]=[C:11]([C:14]3[CH:26]=[CH:25][C:17]([C:18]([NH:20][CH:21]4[CH2:22][S:23][CH2:24]4)=[O:19])=[C:16]([NH2:27])[CH:15]=3)[CH2:10]2)[CH:5]=[C:6]([Cl:8])[CH:7]=1. (3) Given the reactants [CH3:1][C:2]1([CH3:11])[O:6][C@:5]([CH2:8][CH2:9][OH:10])([CH3:7])[CH2:4][O:3]1.CCN(CC)CC.[S:19](Cl)([C:22]1[CH:28]=[CH:27][C:25]([CH3:26])=[CH:24][CH:23]=1)(=[O:21])=[O:20], predict the reaction product. The product is: [CH3:26][C:25]1[CH:27]=[CH:28][C:22]([S:19]([O:10][CH2:9][CH2:8][C@@:5]2([CH3:7])[CH2:4][O:3][C:2]([CH3:11])([CH3:1])[O:6]2)(=[O:21])=[O:20])=[CH:23][CH:24]=1. (4) Given the reactants [I-].[CH3:2][P+](C1C=CC=CC=1)(C1C=CC=CC=1)C1C=CC=CC=1.CC(C)([O-])C.[K+].[C:28]([S:32][C:33]1[CH:38]=[CH:37][CH:36]=[CH:35][C:34]=1[CH:39]=O)([CH3:31])([CH3:30])[CH3:29].C(=O)(O)[O-].[Na+], predict the reaction product. The product is: [C:28]([S:32][C:33]1[CH:38]=[CH:37][CH:36]=[CH:35][C:34]=1[CH:39]=[CH2:2])([CH3:31])([CH3:30])[CH3:29]. (5) Given the reactants [C:1]([NH:5][C:6]([C:8]1([CH:21]2[CH2:26][CH2:25][CH2:24][CH2:23][CH2:22]2)[CH2:14][CH:13]2[N:15](C(OCC)=O)[CH:10]([CH2:11][CH2:12]2)[CH2:9]1)=[O:7])([CH3:4])([CH3:3])[CH3:2].[I:27][Si](C)(C)C, predict the reaction product. The product is: [I-:27].[C:1]([NH:5][C:6]([C:8]1([CH:21]2[CH2:26][CH2:25][CH2:24][CH2:23][CH2:22]2)[CH2:14][CH:13]2[NH2+:15][CH:10]([CH2:11][CH2:12]2)[CH2:9]1)=[O:7])([CH3:4])([CH3:2])[CH3:3].